This data is from Full USPTO retrosynthesis dataset with 1.9M reactions from patents (1976-2016). The task is: Predict the reactants needed to synthesize the given product. Given the product [CH3:1][O:2][C:3]([C:5]1[C:6](=[O:17])[O:7][C:8]2[C:13]([C:14]=1[OH:15])=[CH:12][C:11]([C:23]1[CH:24]=[CH:25][C:20]([C:19]([F:30])([F:29])[F:18])=[CH:21][CH:22]=1)=[CH:10][CH:9]=2)=[O:4], predict the reactants needed to synthesize it. The reactants are: [CH3:1][O:2][C:3]([C:5]1[C:6](=[O:17])[O:7][C:8]2[C:13]([C:14]=1[OH:15])=[CH:12][C:11](Br)=[CH:10][CH:9]=2)=[O:4].[F:18][C:19]([F:30])([F:29])[C:20]1[CH:25]=[CH:24][C:23](B(O)O)=[CH:22][CH:21]=1.